Predict the reactants needed to synthesize the given product. From a dataset of Full USPTO retrosynthesis dataset with 1.9M reactions from patents (1976-2016). (1) Given the product [Cl:11][C:9]1[CH:8]=[CH:7][C:5]2[N:6]=[C:2]([NH:21][CH2:20][CH2:19][NH:18][C:12]3[CH:17]=[CH:16][CH:15]=[CH:14][CH:13]=3)[NH:3][C:4]=2[CH:10]=1, predict the reactants needed to synthesize it. The reactants are: Cl[C:2]1[NH:6][C:5]2[CH:7]=[CH:8][C:9]([Cl:11])=[CH:10][C:4]=2[N:3]=1.[C:12]1([NH:18][CH2:19][CH2:20][NH2:21])[CH:17]=[CH:16][CH:15]=[CH:14][CH:13]=1.C(N(CC)C(C)C)(C)C. (2) Given the product [Cl:17][C:18]1[CH:19]=[C:20]([CH:24]([O:25][C:10](=[O:11])[O:9][C@@H:3]2[CH:4]3[CH2:5][CH2:6][N:1]([CH2:8][CH2:7]3)[CH2:2]2)[C:26]2[CH:31]=[CH:30][CH:29]=[C:28]([F:32])[CH:27]=2)[CH:21]=[CH:22][CH:23]=1, predict the reactants needed to synthesize it. The reactants are: [N:1]12[CH2:8][CH2:7][CH:4]([CH2:5][CH2:6]1)[C@@H:3]([O:9][C:10](N1C=CN=C1)=[O:11])[CH2:2]2.[Cl:17][C:18]1[CH:19]=[C:20]([CH:24]([C:26]2[CH:31]=[CH:30][CH:29]=[C:28]([F:32])[CH:27]=2)[OH:25])[CH:21]=[CH:22][CH:23]=1.